From a dataset of Catalyst prediction with 721,799 reactions and 888 catalyst types from USPTO. Predict which catalyst facilitates the given reaction. (1) The catalyst class is: 17. Product: [Cl:1][C:2]1[C:10]([O:11][C:12]([C:15]#[N:16])([CH3:14])[CH3:13])=[CH:9][CH:8]=[CH:7][C:3]=1[C:4]([NH:41][C:42]1[CH:43]=[C:44]([N:49]([C:50]2[N:55]=[C:54]3[S:56][C:57]([NH:59][C:60]([CH:62]4[CH2:63][CH2:64]4)=[O:61])=[N:58][C:53]3=[CH:52][CH:51]=2)[CH3:65])[CH:45]=[CH:46][C:47]=1[F:48])=[O:6]. Reactant: [Cl:1][C:2]1[C:10]([O:11][C:12]([C:15]#[N:16])([CH3:14])[CH3:13])=[CH:9][CH:8]=[CH:7][C:3]=1[C:4]([OH:6])=O.F[P-](F)(F)(F)(F)F.N1(OC(N(C)C)=[N+](C)C)C2N=CC=CC=2N=N1.[NH2:41][C:42]1[CH:43]=[C:44]([N:49]([CH3:65])[C:50]2[N:55]=[C:54]3[S:56][C:57]([NH:59][C:60]([CH:62]4[CH2:64][CH2:63]4)=[O:61])=[N:58][C:53]3=[CH:52][CH:51]=2)[CH:45]=[CH:46][C:47]=1[F:48]. (2) Reactant: [Cl:1][C:2]1[CH:7]=[CH:6][C:5]([N:8]2[C@@H:12]([C:13]3[CH:18]=[CH:17][CH:16]=[C:15]([C:19]([F:22])([F:21])[F:20])[CH:14]=3)[CH2:11][N:10]([CH2:23][CH2:24][C:25](=[N:27][OH:28])[NH2:26])[C:9]2=[O:29])=[CH:4][CH:3]=1.[CH:30]1([C:36](Cl)=[O:37])[CH2:35][CH2:34][CH2:33][CH2:32][CH2:31]1.C(N(C(C)C)CC)(C)C. Product: [Cl:1][C:2]1[CH:7]=[CH:6][C:5]([N:8]2[C@@H:12]([C:13]3[CH:18]=[CH:17][CH:16]=[C:15]([C:19]([F:22])([F:21])[F:20])[CH:14]=3)[CH2:11][N:10]([CH2:23][CH2:24][C:25](=[N:27][O:28][C:36]([CH:30]3[CH2:35][CH2:34][CH2:33][CH2:32][CH2:31]3)=[O:37])[NH2:26])[C:9]2=[O:29])=[CH:4][CH:3]=1. The catalyst class is: 96. (3) Product: [NH2:1][CH2:4][C:5]1([CH3:29])[CH2:9][C:8]2[CH:10]=[C:11]([C:15]3[CH:16]=[CH:17][C:18]([C:21]([N:23]4[CH2:24][CH2:25][O:26][CH2:27][CH2:28]4)=[O:22])=[CH:19][CH:20]=3)[CH:12]=[C:13]([Cl:14])[C:7]=2[O:6]1. Reactant: [N:1]([CH2:4][C:5]1([CH3:29])[CH2:9][C:8]2[CH:10]=[C:11]([C:15]3[CH:20]=[CH:19][C:18]([C:21]([N:23]4[CH2:28][CH2:27][O:26][CH2:25][CH2:24]4)=[O:22])=[CH:17][CH:16]=3)[CH:12]=[C:13]([Cl:14])[C:7]=2[O:6]1)=[N+]=[N-]. The catalyst class is: 171. (4) Reactant: Br[C:2]1[CH:3]=[C:4]([N:12]2[C:16]([CH3:17])=[CH:15][CH:14]=[C:13]2[CH3:18])[CH:5]=[C:6]([C:8]([F:11])([F:10])[F:9])[CH:7]=1.C([Li])CCC.[CH3:24][C:25]([CH3:27])=[O:26].[NH4+].[Cl-]. Product: [CH3:18][C:13]1[N:12]([C:4]2[CH:3]=[C:2]([C:25]([OH:26])([CH3:27])[CH3:24])[CH:7]=[C:6]([C:8]([F:11])([F:10])[F:9])[CH:5]=2)[C:16]([CH3:17])=[CH:15][CH:14]=1. The catalyst class is: 134.